From a dataset of Forward reaction prediction with 1.9M reactions from USPTO patents (1976-2016). Predict the product of the given reaction. (1) Given the reactants [C:1]([O:5][C:6](=[O:19])[N:7]([C@H:9]1[CH2:14][CH2:13][C@H:12](/[CH:15]=[CH:16]/[CH2:17]O)[CH2:11][CH2:10]1)[CH3:8])([CH3:4])([CH3:3])[CH3:2].CS([Cl:24])(=O)=O.N1C=CC=CC=1.O, predict the reaction product. The product is: [C:1]([O:5][C:6](=[O:19])[N:7]([C@H:9]1[CH2:14][CH2:13][C@H:12](/[CH:15]=[CH:16]/[CH2:17][Cl:24])[CH2:11][CH2:10]1)[CH3:8])([CH3:4])([CH3:3])[CH3:2]. (2) Given the reactants [OH:1][C:2]1[CH:7]=[CH:6][C:5]([C:8](=O)[CH3:9])=[CH:4][CH:3]=1.Cl.[F:12][C:13]([F:24])([F:23])[C:14]1[CH:22]=[CH:21][C:17]([CH2:18][O:19][NH2:20])=[CH:16][CH:15]=1.C(O)(=O)C.C([O-])(=O)C.[Na+], predict the reaction product. The product is: [F:12][C:13]([F:23])([F:24])[C:14]1[CH:22]=[CH:21][C:17]([CH2:18][O:19][N:20]=[C:8]([C:5]2[CH:6]=[CH:7][C:2]([OH:1])=[CH:3][CH:4]=2)[CH3:9])=[CH:16][CH:15]=1. (3) Given the reactants [CH3:1][O:2][N:3]=[CH:4][C:5]1[CH:10]=[CH:9][CH:8]=[CH:7][C:6]=1[CH3:11].C([BH3-])#N.[Na+], predict the reaction product. The product is: [CH3:1][O:2][NH:3][CH2:4][C:5]1[CH:10]=[CH:9][CH:8]=[CH:7][C:6]=1[CH3:11]. (4) Given the reactants [CH2:1]([O:3][C:4]([C:6]1[N:18]=[CH:17][C:16]2[C:15]3[CH:14]=[CH:13][CH:12]=[CH:11][C:10]=3[N:9]([C:19]3[CH:24]=[CH:23][CH:22]=[CH:21][CH:20]=3)[C:8]=2[C:7]=1[OH:25])=[O:5])[CH3:2].C1C(=O)N([Br:33])C(=O)C1.C(OOC(C1C=CC=CC=1)=O)(C1C=CC=CC=1)=O, predict the reaction product. The product is: [CH2:1]([O:3][C:4]([C:6]1[N:18]=[C:17]([Br:33])[C:16]2[C:15]3[CH:14]=[CH:13][CH:12]=[CH:11][C:10]=3[N:9]([C:19]3[CH:20]=[CH:21][CH:22]=[CH:23][CH:24]=3)[C:8]=2[C:7]=1[OH:25])=[O:5])[CH3:2].